This data is from Forward reaction prediction with 1.9M reactions from USPTO patents (1976-2016). The task is: Predict the product of the given reaction. (1) The product is: [CH:24]([OH:26])=[O:25].[CH3:5][N:4]([CH2:6][C:7]1[CH:12]=[CH:11][C:10]([O:13][CH:20]2[CH2:21][N:22]([C:24]([O:26][C:27]([CH3:30])([CH3:29])[CH3:28])=[O:25])[CH2:23]2)=[C:9]([CH3:14])[CH:8]=1)[CH3:3]. Given the reactants [H-].[Na+].[CH3:3][N:4]([CH2:6][C:7]1[CH:12]=[CH:11][C:10]([OH:13])=[C:9]([CH3:14])[CH:8]=1)[CH3:5].CS(O[CH:20]1[CH2:23][N:22]([C:24]([O:26][C:27]([CH3:30])([CH3:29])[CH3:28])=[O:25])[CH2:21]1)(=O)=O.O, predict the reaction product. (2) Given the reactants [C:1]([C:4]1[C:12]2[C:7](=[CH:8][CH:9]=[C:10]([C:13]3[CH:14]=[N:15][CH:16]=[N:17][CH:18]=3)[CH:11]=2)[N:6]([CH2:19][C:20]([O:22]C(C)(C)C)=[O:21])[N:5]=1)(=[O:3])[NH2:2], predict the reaction product. The product is: [C:1]([C:4]1[C:12]2[C:7](=[CH:8][CH:9]=[C:10]([C:13]3[CH:14]=[N:15][CH:16]=[N:17][CH:18]=3)[CH:11]=2)[N:6]([CH2:19][C:20]([OH:22])=[O:21])[N:5]=1)(=[O:3])[NH2:2]. (3) The product is: [Cl:1][C:2]1[C:3]([O:12][C:13]2[CH:18]=[C:17]([O:19][CH2:27][CH:28]3[CH2:29][CH2:30][CH2:31][O:32]3)[CH:16]=[CH:15][C:14]=2[CH2:20][CH2:21][C:22]([O:24][CH2:25][CH3:26])=[O:23])=[N:4][CH:5]=[C:6]([C:8]([F:9])([F:11])[F:10])[CH:7]=1. Given the reactants [Cl:1][C:2]1[C:3]([O:12][C:13]2[CH:18]=[C:17]([OH:19])[CH:16]=[CH:15][C:14]=2[CH2:20][CH2:21][C:22]([O:24][CH2:25][CH3:26])=[O:23])=[N:4][CH:5]=[C:6]([C:8]([F:11])([F:10])[F:9])[CH:7]=1.[CH2:27](O)[CH:28]1[O:32][CH2:31][CH2:30][CH2:29]1.C(P(CCCC)CCCC)CCC.N(C(N1CCCCC1)=O)=NC(N1CCCCC1)=O, predict the reaction product. (4) The product is: [CH3:13][CH:14]1[CH2:18][N:17]([C:2]2[CH:3]=[C:4]([CH:6]=[C:7]([C:9]([F:12])([F:11])[F:10])[CH:8]=2)[NH2:5])[CH:16]=[N:15]1. Given the reactants Br[C:2]1[CH:3]=[C:4]([CH:6]=[C:7]([C:9]([F:12])([F:11])[F:10])[CH:8]=1)[NH2:5].[CH3:13][C:14]1[N:15]=[CH:16][NH:17][CH:18]=1.C(=O)([O-])[O-].[K+].[K+].OC1C=CC=C2C=1N=CC=C2, predict the reaction product.